This data is from Retrosynthesis with 50K atom-mapped reactions and 10 reaction types from USPTO. The task is: Predict the reactants needed to synthesize the given product. (1) Given the product CC1=NOC2(CCC(C(=O)O)CC2)C1, predict the reactants needed to synthesize it. The reactants are: CCOC(=O)C1CCC2(CC1)CC(C)=NO2. (2) Given the product CCN(CC)C(=O)Nc1c[nH]nc1-c1nc2cc(F)c(N3CCN(C)CC3)cc2[nH]1, predict the reactants needed to synthesize it. The reactants are: CCN(CC)C(=O)Nc1cn(C2CCCCO2)nc1-c1nc2cc(F)c(N3CCN(C)CC3)cc2[nH]1. (3) The reactants are: O[C@@H]1[C@@H]2CCC=C[C@@H]2C1(Cl)Cl. Given the product O=C1[C@@H]2CCC=C[C@@H]2C1(Cl)Cl, predict the reactants needed to synthesize it. (4) Given the product CCN(CCCN1C(=O)c2ccccc2C1=O)CCc1ccc(Cl)cc1, predict the reactants needed to synthesize it. The reactants are: CCI.O=C1c2ccccc2C(=O)N1CCCNCCc1ccc(Cl)cc1.